Dataset: Full USPTO retrosynthesis dataset with 1.9M reactions from patents (1976-2016). Task: Predict the reactants needed to synthesize the given product. (1) Given the product [Cl:1][C:2]1[CH:3]=[C:4]([CH:25]=[CH:26][C:27]=1[O:28][CH3:29])[CH2:5][O:6][C:7]1[C:12]([C:13]([NH:15][CH2:16][C:17]2[N:18]=[CH:19][CH:20]=[CH:21][N:22]=2)=[O:14])=[CH:11][N:10]=[C:9]([S:23]([CH3:24])=[O:38])[N:8]=1, predict the reactants needed to synthesize it. The reactants are: [Cl:1][C:2]1[CH:3]=[C:4]([CH:25]=[CH:26][C:27]=1[O:28][CH3:29])[CH2:5][O:6][C:7]1[C:12]([C:13]([NH:15][CH2:16][C:17]2[N:22]=[CH:21][CH:20]=[CH:19][N:18]=2)=[O:14])=[CH:11][N:10]=[C:9]([S:23][CH3:24])[N:8]=1.C1C=C(Cl)C=C(C(OO)=[O:38])C=1. (2) Given the product [CH3:1][N:2]1[C:7]([C:8]2[CH:9]=[N:10][CH:11]=[CH:12][CH:13]=2)=[N:5][N:4]=[C:3]1[SH:6], predict the reactants needed to synthesize it. The reactants are: [CH3:1][NH:2][C:3](=[S:6])[NH:4][NH2:5].[C:7](O)(=O)[C:8]1[CH:13]=[CH:12][CH:11]=[N:10][CH:9]=1.CCN=C=NCCCN(C)C.Cl.C1C=CC2N(O)N=NC=2C=1.[OH-].[Na+].Cl.[Cl-].[Na+]. (3) Given the product [Cl:24][C:8]1[C:9]([C:10]#[N:11])=[C:4]([CH:1]2[CH2:3][CH2:2]2)[N:5]=[C:6]([C:13]2[CH:18]=[CH:17][C:16]([N+:19]([O-:21])=[O:20])=[CH:15][CH:14]=2)[N:7]=1, predict the reactants needed to synthesize it. The reactants are: [CH:1]1([C:4]2[C:9]([C:10]#[N:11])=[C:8](O)[N:7]=[C:6]([C:13]3[CH:18]=[CH:17][C:16]([N+:19]([O-:21])=[O:20])=[CH:15][CH:14]=3)[N:5]=2)[CH2:3][CH2:2]1.P(Cl)(Cl)([Cl:24])=O.